Dataset: Forward reaction prediction with 1.9M reactions from USPTO patents (1976-2016). Task: Predict the product of the given reaction. (1) Given the reactants [Br:1][C:2]1[CH:3]=[CH:4][C:5]2[N:6]([C:8](Cl)=[N:9][N:10]=2)[CH:7]=1.[CH2:12]([NH2:19])[C:13]1[CH:18]=[CH:17][CH:16]=[CH:15][CH:14]=1, predict the reaction product. The product is: [CH2:12]([NH:19][C:8]1[N:6]2[CH:7]=[C:2]([Br:1])[CH:3]=[CH:4][C:5]2=[N:10][N:9]=1)[C:13]1[CH:18]=[CH:17][CH:16]=[CH:15][CH:14]=1. (2) Given the reactants [CH3:1][O:2][C:3](=[O:34])[C@@H:4]([NH:15][C:16]([NH:18][C:19]1[CH:24]=[CH:23][CH:22]=[CH:21][C:20]=1[S:25]([C:28]1[CH:33]=[CH:32][CH:31]=[CH:30][CH:29]=1)(=[O:27])=[O:26])=[O:17])[CH2:5][C:6]1[CH:11]=[CH:10][C:9]([N+:12]([O-])=O)=[CH:8][CH:7]=1, predict the reaction product. The product is: [CH3:1][O:2][C:3](=[O:34])[C@@H:4]([NH:15][C:16]([NH:18][C:19]1[CH:24]=[CH:23][CH:22]=[CH:21][C:20]=1[S:25]([C:28]1[CH:33]=[CH:32][CH:31]=[CH:30][CH:29]=1)(=[O:26])=[O:27])=[O:17])[CH2:5][C:6]1[CH:11]=[CH:10][C:9]([NH2:12])=[CH:8][CH:7]=1. (3) Given the reactants [C:12]([O:11][C:9](O[C:9]([O:11][C:12]([CH3:15])([CH3:14])[CH3:13])=[O:10])=[O:10])([CH3:15])([CH3:14])[CH3:13].[NH2:16][C:17]1[S:18][CH:19]=[C:20]([C:22]2[CH:27]=[CH:26][C:25]([NH2:28])=[CH:24][CH:23]=2)[N:21]=1, predict the reaction product. The product is: [NH2:16][C:17]1[S:18][CH:19]=[C:20]([C:22]2[CH:23]=[CH:24][C:25]([NH:28][C:9]([O:11][C:12]([CH3:13])([CH3:14])[CH3:15])=[O:10])=[CH:26][CH:27]=2)[N:21]=1. (4) Given the reactants [Cl:1][C:2]1[CH:7]=[CH:6][C:5]([OH:8])=[CH:4][C:3]=1[C:9]1[C:18]2[C:13](=[C:14]([C:19]([F:22])([F:21])[F:20])[CH:15]=[CH:16][CH:17]=2)[N:12]=[CH:11][N:10]=1.Cl[C:24]1[CH:29]=[C:28]([S:30]([CH3:33])(=[O:32])=[O:31])[CH:27]=[C:26]([Cl:34])[CH:25]=1, predict the reaction product. The product is: [Cl:1][C:2]1[CH:7]=[CH:6][C:5]([O:8][C:24]2[CH:29]=[C:28]([S:30]([CH3:33])(=[O:31])=[O:32])[CH:27]=[C:26]([Cl:34])[CH:25]=2)=[CH:4][C:3]=1[C:9]1[C:18]2[C:13](=[C:14]([C:19]([F:20])([F:22])[F:21])[CH:15]=[CH:16][CH:17]=2)[N:12]=[CH:11][N:10]=1.